Task: Binary Classification. Given a miRNA mature sequence and a target amino acid sequence, predict their likelihood of interaction.. Dataset: Experimentally validated miRNA-target interactions with 360,000+ pairs, plus equal number of negative samples (1) The miRNA is hsa-miR-548ah-5p with sequence AAAAGUGAUUGCAGUGUUUG. The protein sequence of the target gene is MAGRPHPYDGNSSDPENWDRKLHSRPRKLYKHSSTSSRIAKGGVDHTKMSLHGASGGHERSRDRRRSSDRSRDSSHERTESQLTPCIRNVTSPTRQHHVEREKDHSSSRPSSPRPQKASPNGSISSAGNSSRNSSQSSSDGSCKTAGEMVFVYENAKEGARNIRTSERVTLIVDNTRFVVDPSIFTAQPNTMLGRMFGSGREHNFTRPNEKGEYEVAEGIGSTVFRAILDYYKTGIIRCPDGISIPELREACDYLCISFEYSTIKCRDLSALMHELSNDGARRQFEFYLEEMILPLMVAS.... Result: 0 (no interaction). (2) The miRNA is hsa-miR-3161 with sequence CUGAUAAGAACAGAGGCCCAGAU. The protein sequence of the target gene is MVLADLGRKITSALRSLSNATIINEEVLNAMLKEVCTALLEADVNIKLVKQLRENVKSAIDLEEMASGLNKRKMIQHAVFKELVKLVDPGVKAWTPTKGKQNVIMFVGLQGSGKTTTCSKLAYYYQRKGWKTCLICADTFRAGAFDQLKQNATKARIPFYGSYTEMDPVIIASEGVEKFKNENFEIIIVDTSGRHKQEDSLFEEMLQVANAIQPDNIVYVMDASIGQACEAQAKAFKDKVDVASVIVTKLDGHAKGGGALSAVAATKSPIIFIGTGEHIDDFEPFKTQPFISKLLGMGDI.... Result: 1 (interaction). (3) The miRNA is hsa-miR-7-5p with sequence UGGAAGACUAGUGAUUUUGUUGUU. The protein sequence of the target gene is MSFNCSTRNCSSRPIGGRCIVPVAQVTTTSTTDADCLGGICLPSSFQTGSWLLDHCQETCCEPTACQPTCYRRTSCVSNPCQVTCSRQTTCISNPCSTTYSRPLTFVSSGCQPLGGISSVCQPVGGISTVCQPVGGVSTVCQPACGVSRTYQQSCVSSCRRTC. Result: 1 (interaction).